From a dataset of Catalyst prediction with 721,799 reactions and 888 catalyst types from USPTO. Predict which catalyst facilitates the given reaction. (1) Reactant: [NH2:1][C:2]([NH2:4])=[S:3].[O:5]=[C:6]([CH2:23][CH3:24])[CH:7](OS(C1C=CC(C)=CC=1)(=O)=O)[C:8](=O)[CH2:9][CH3:10].[OH-].[Na+]. Product: [NH2:1][C:2]1[S:3][C:7]([C:6](=[O:5])[CH2:23][CH3:24])=[C:8]([CH2:9][CH3:10])[N:4]=1. The catalyst class is: 10. (2) Product: [F:1][C:2]1[CH:32]=[CH:31][C:5]([CH2:6][NH:7][C:8]([C:10]2[NH:11][C:12](=[O:30])[C:13]3[C:18]([CH2:19][O:20][CH2:21][C@H:22]4[CH2:23][CH2:24][C@H:25]([C:28]([OH:36])=[O:29])[CH2:26][CH2:27]4)=[CH:17][S:16][C:14]=3[N:15]=2)=[O:9])=[CH:4][C:3]=1[O:33][CH3:34]. The catalyst class is: 35. Reactant: [F:1][C:2]1[CH:32]=[CH:31][C:5]([CH2:6][NH:7][C:8]([C:10]2[NH:11][C:12](=[O:30])[C:13]3[C:18]([CH2:19][O:20][CH2:21][C@H:22]4[CH2:27][CH2:26][C@H:25]([CH2:28][OH:29])[CH2:24][CH2:23]4)=[CH:17][S:16][C:14]=3[N:15]=2)=[O:9])=[CH:4][C:3]=1[O:33][CH3:34].[Cr](O[Cr]([O-])(=O)=O)([O-])(=O)=[O:36].[NH+]1C=CC=CC=1.[NH+]1C=CC=CC=1. (3) Reactant: [C:1]([O:4][C@@H:5]([CH2:8][O:9][C:10]1[CH:15]=[CH:14][C:13]([C:16]([C:19]2[CH:24]=[CH:23][C:22]([O:25][CH2:26][C@H:27]3[CH2:31][O:30]C(C)(C)[O:28]3)=[CH:21][CH:20]=2)([CH3:18])[CH3:17])=[CH:12][CH:11]=1)[CH2:6][Cl:7])(=[O:3])[CH3:2].[O-]S(C(F)(F)F)(=O)=O.[Bi+3].[O-]S(C(F)(F)F)(=O)=O.[O-]S(C(F)(F)F)(=O)=O. Product: [C:1]([O:4][C@@H:5]([CH2:8][O:9][C:10]1[CH:15]=[CH:14][C:13]([C:16]([C:19]2[CH:24]=[CH:23][C:22]([O:25][CH2:26][C@H:27]([OH:28])[CH2:31][OH:30])=[CH:21][CH:20]=2)([CH3:18])[CH3:17])=[CH:12][CH:11]=1)[CH2:6][Cl:7])(=[O:3])[CH3:2]. The catalyst class is: 10. (4) Reactant: [CH:1]([S:3]([NH:6][C:7]1[CH:22]=[CH:21][C:10]([C:11]([O:13][CH2:14][C:15]2[CH:20]=[CH:19][CH:18]=[CH:17][CH:16]=2)=[O:12])=[CH:9][CH:8]=1)(=[O:5])=[O:4])=[CH2:2].[CH3:23][NH:24][CH3:25].CCO. Product: [CH3:23][N:24]([CH3:25])[CH2:2][CH2:1][S:3]([NH:6][C:7]1[CH:22]=[CH:21][C:10]([C:11]([O:13][CH2:14][C:15]2[CH:20]=[CH:19][CH:18]=[CH:17][CH:16]=2)=[O:12])=[CH:9][CH:8]=1)(=[O:4])=[O:5]. The catalyst class is: 1. (5) Reactant: Br[C:2]1[CH:7]=[CH:6][C:5]([CH2:8][N:9]2[C:14](=[O:15])[C:13]([C:16]([NH:18][CH2:19][C:20]([OH:22])=[O:21])=[O:17])=[C:12]([OH:23])[C:11]([CH:24]([CH3:26])[CH3:25])=[N:10]2)=[CH:4][CH:3]=1.[N:27]1[CH:32]=[CH:31][C:30](B(O)O)=[CH:29][CH:28]=1.C(=O)([O-])[O-].[K+].[K+].Cl. Product: [OH:23][C:12]1[C:11]([CH:24]([CH3:26])[CH3:25])=[N:10][N:9]([CH2:8][C:5]2[CH:6]=[CH:7][C:2]([C:30]3[CH:31]=[CH:32][N:27]=[CH:28][CH:29]=3)=[CH:3][CH:4]=2)[C:14](=[O:15])[C:13]=1[C:16]([NH:18][CH2:19][C:20]([OH:22])=[O:21])=[O:17]. The catalyst class is: 70.